Dataset: Reaction yield outcomes from USPTO patents with 853,638 reactions. Task: Predict the reaction yield, written as a fraction of the theoretical maximum amount of product (1.0 means a 100% yield; for example, 0.34 means a 34% yield). (1) The reactants are [CH3:1][P:2](=[O:7])([O:5][CH3:6])[O:3][CH3:4].C([Li])CCC.[F:13][C:14]([F:24])([CH2:20][CH2:21][CH2:22][CH3:23])[C:15](OCC)=[O:16].OS(O)(=O)=O. The catalyst is O1CCCC1.CCCCC. The product is [CH3:4][O:3][P:2]([CH2:1][C:15](=[O:16])[C:14]([F:24])([F:13])[CH2:20][CH2:21][CH2:22][CH3:23])(=[O:7])[O:5][CH3:6]. The yield is 0.440. (2) The reactants are [O:1]1[CH2:6][CH2:5][CH2:4][O:3][CH:2]1[C:7]1[CH:15]=[CH:14][C:10]([C:11](O)=O)=[C:9]([F:16])[CH:8]=1.C(N1C=CN=C1)(N1C=CN=C1)=O.Cl.Cl.[NH2:31][C:32]1[C:40]([NH2:41])=[CH:39][CH:38]=[CH:37][C:33]=1[C:34]([NH2:36])=[O:35]. The catalyst is N1C=CC=CC=1.CN(C=O)C. The product is [O:1]1[CH2:6][CH2:5][CH2:4][O:3][CH:2]1[C:7]1[CH:15]=[CH:14][C:10]([C:11]2[NH:41][C:40]3[CH:39]=[CH:38][CH:37]=[C:33]([C:34]([NH2:36])=[O:35])[C:32]=3[N:31]=2)=[C:9]([F:16])[CH:8]=1. The yield is 0.500. (3) The reactants are [Cl:1][CH2:2][CH2:3][CH2:4][O:5][C:6]1[CH:15]=[C:14]2[C:9]([C:10]([NH:16][C:17]3[NH:21][N:20]=[C:19]([CH2:22][C:23]([O:25]C)=[O:24])[CH:18]=3)=[N:11][CH:12]=[N:13]2)=[CH:8][C:7]=1[O:27][CH3:28].O.[OH-].[Li+].Cl. The catalyst is O1CCCC1. The product is [Cl:1][CH2:2][CH2:3][CH2:4][O:5][C:6]1[CH:15]=[C:14]2[C:9]([C:10]([NH:16][C:17]3[NH:21][N:20]=[C:19]([CH2:22][C:23]([OH:25])=[O:24])[CH:18]=3)=[N:11][CH:12]=[N:13]2)=[CH:8][C:7]=1[O:27][CH3:28]. The yield is 0.750. (4) The reactants are [CH3:1][C@H:2]([CH2:5][C@H:6]([CH3:9])[CH2:7][OH:8])[CH2:3][OH:4].[C:10](OC=C)(=[O:12])[CH3:11]. The catalyst is O1CCCC1. The product is [C:10]([O:4][CH2:3][C@@H:2]([CH3:1])[CH2:5][C@@H:6]([CH3:9])[CH2:7][OH:8])(=[O:12])[CH3:11]. The yield is 0.790. (5) The reactants are N([O-])=O.[Na+].[Cl:5][C:6]1[C:11]([Cl:12])=[CH:10][CH:9]=[CH:8][C:7]=1[CH2:13][N:14]1[C:18]2[CH:19]=[C:20]([N:24]3[CH2:29][CH2:28][O:27][CH2:26][CH2:25]3)[CH:21]=[C:22](N)[C:17]=2[N:16]=[C:15]1[CH3:30].[Na+].[Br-:32].C([O-])([O-])=O.[Na+].[Na+]. The catalyst is O.Br. The product is [Br:32][C:22]1[C:17]2[N:16]=[C:15]([CH3:30])[N:14]([CH2:13][C:7]3[CH:8]=[CH:9][CH:10]=[C:11]([Cl:12])[C:6]=3[Cl:5])[C:18]=2[CH:19]=[C:20]([N:24]2[CH2:29][CH2:28][O:27][CH2:26][CH2:25]2)[CH:21]=1. The yield is 0.440. (6) The reactants are B(F)(F)F.CCOCC.[NH2:10][C:11]1[N:16]=[CH:15][C:14]([C:17]2[CH:18]=[C:19]([C:24]([N:26]3[CH2:31][CH2:30][O:29][CH2:28][CH2:27]3)=O)[CH:20]=[C:21]([Cl:23])[CH:22]=2)=[CH:13][C:12]=1[C:32]1[N:33]=[N:34][N:35]([CH:37]([CH3:39])[CH3:38])[CH:36]=1.[BH4-].[Na+].CO. The catalyst is C1COCC1.O. The product is [Cl:23][C:21]1[CH:22]=[C:17]([C:14]2[CH:13]=[C:12]([C:32]3[N:33]=[N:34][N:35]([CH:37]([CH3:39])[CH3:38])[CH:36]=3)[C:11]([NH2:10])=[N:16][CH:15]=2)[CH:18]=[C:19]([CH2:24][N:26]2[CH2:27][CH2:28][O:29][CH2:30][CH2:31]2)[CH:20]=1. The yield is 0.202. (7) The reactants are [C:1]([OH:7])(=O)/[C:2](=[CH:4]/[CH3:5])/[CH3:3].C(N(CC)CC)C.C(Cl)(=O)C(C)(C)C.[Cl-].[Li+].[CH:24]([C@@H:27]1[CH2:31][O:30][C:29](=[O:32])[NH:28]1)([CH3:26])[CH3:25]. The catalyst is O1CCCC1. The product is [CH:24]([C@@H:27]1[CH2:31][O:30][C:29](=[O:32])[N:28]1[C:1](=[O:7])/[C:2](/[CH3:3])=[CH:4]/[CH3:5])([CH3:26])[CH3:25]. The yield is 0.780. (8) The reactants are [CH3:1][N:2]1[CH:6]=[CH:5][CH:4]=[C:3]1[C:7]([N:9]1[CH2:18][CH2:17][C:16]2[C:11](=[CH:12][CH:13]=[C:14]([C:19]([O:21]C)=O)[CH:15]=2)[CH2:10]1)=[O:8].[K].[NH2:24][OH:25].C(O)(=O)C. The catalyst is CO. The product is [OH:25][NH:24][C:19]([C:14]1[CH:15]=[C:16]2[C:11](=[CH:12][CH:13]=1)[CH2:10][N:9]([C:7]([C:3]1[N:2]([CH3:1])[CH:6]=[CH:5][CH:4]=1)=[O:8])[CH2:18][CH2:17]2)=[O:21]. The yield is 0.162. (9) The reactants are C(=[C:8]1[C:17]2[N:16]=[CH:15][CH:14]=[CH:13][C:12]=2[CH2:11][CH2:10][CH2:9]1)C1C=CC=CC=1.[O:18]=[O+][O-].CSC. The catalyst is C(Cl)Cl. The product is [N:16]1[C:17]2[C:8](=[O:18])[CH2:9][CH2:10][CH2:11][C:12]=2[CH:13]=[CH:14][CH:15]=1. The yield is 0.790. (10) The reactants are [CH2:1]([O:3][C:4]([C@H:6]1[C@@H:11]([NH:12]C(OCC2C=CC=CC=2)=O)[CH2:10][CH2:9][N:8]([CH2:23][CH2:24][O:25][C:26]2[CH:35]=[N:34][C:33]3[C:28](=[CH:29][C:30]([O:36][CH3:37])=[CH:31][CH:32]=3)[N:27]=2)[CH2:7]1)=[O:5])[CH3:2]. The catalyst is [Pd].CO. The product is [CH2:1]([O:3][C:4]([C@H:6]1[C@@H:11]([NH2:12])[CH2:10][CH2:9][N:8]([CH2:23][CH2:24][O:25][C:26]2[CH:35]=[N:34][C:33]3[C:28](=[CH:29][C:30]([O:36][CH3:37])=[CH:31][CH:32]=3)[N:27]=2)[CH2:7]1)=[O:5])[CH3:2]. The yield is 0.810.